Predict the reaction yield, written as a fraction of the theoretical maximum amount of product (1.0 means a 100% yield; for example, 0.34 means a 34% yield). From a dataset of Reaction yield outcomes from USPTO patents with 853,638 reactions. (1) The yield is 0.880. The catalyst is CO. The reactants are [CH2:1]([C:3]1[C:8]([CH3:9])=[CH:7][CH:6]=[CH:5][N:4]=1)[CH3:2].[ClH:10]. The product is [ClH:10].[CH2:1]([CH:3]1[CH:8]([CH3:9])[CH2:7][CH2:6][CH2:5][NH:4]1)[CH3:2]. (2) The reactants are Cl.[NH2:2][CH2:3][C:4]1[CH:12]=[CH:11][CH:10]=[C:9]2[C:5]=1[C:6](=[O:22])[N:7]([CH:14]1[CH2:19][CH2:18][C:17](=[O:20])[NH:16][C:15]1=[O:21])[C:8]2=[O:13].N12CCCN=C1CCCCC2.ON1C2C=CC=CC=2N=N1.[CH3:44][O:45][C:46]1[CH:47]=[C:48]([CH2:54][C:55](O)=[O:56])[CH:49]=[C:50]([O:52][CH3:53])[CH:51]=1.Cl.CN(C)CCCN=C=NCC. The catalyst is C(#N)C. The product is [CH3:53][O:52][C:50]1[CH:49]=[C:48]([CH2:54][C:55]([NH:2][CH2:3][C:4]2[CH:12]=[CH:11][CH:10]=[C:9]3[C:5]=2[C:6](=[O:22])[N:7]([CH:14]2[CH2:19][CH2:18][C:17](=[O:20])[NH:16][C:15]2=[O:21])[C:8]3=[O:13])=[O:56])[CH:47]=[C:46]([O:45][CH3:44])[CH:51]=1. The yield is 0.790. (3) The catalyst is CN(C1C=CN=CC=1)C.CC#N. The yield is 0.990. The product is [C:16]([O:15][C:13]([N:6]1[C:5](=[O:12])[C:4]2[C:8](=[CH:9][CH:10]=[C:2]([F:1])[CH:3]=2)[C:7]1=[O:11])=[O:14])([CH3:19])([CH3:18])[CH3:17]. The reactants are [F:1][C:2]1[CH:3]=[C:4]2[C:8](=[CH:9][CH:10]=1)[C:7](=[O:11])[NH:6][C:5]2=[O:12].[C:13](O[C:13]([O:15][C:16]([CH3:19])([CH3:18])[CH3:17])=[O:14])([O:15][C:16]([CH3:19])([CH3:18])[CH3:17])=[O:14]. (4) The reactants are [C:1]([O:5][C:6](=[O:34])[NH:7][C:8]1[S:9][C:10]2[CH:16]=[C:15]([CH2:17][C:18]3[CH:23]=[CH:22][C:21]([N+:24]([O-])=O)=[CH:20][CH:19]=3)[CH:14]=[C:13]([C:27]3[CH:32]=[CH:31][CH:30]=[C:29]([Cl:33])[CH:28]=3)[C:11]=2[N:12]=1)([CH3:4])([CH3:3])[CH3:2]. The catalyst is CCOC(C)=O.[Pd]. The product is [C:1]([O:5][C:6](=[O:34])[NH:7][C:8]1[S:9][C:10]2[CH:16]=[C:15]([CH2:17][C:18]3[CH:23]=[CH:22][C:21]([NH2:24])=[CH:20][CH:19]=3)[CH:14]=[C:13]([C:27]3[CH:32]=[CH:31][CH:30]=[C:29]([Cl:33])[CH:28]=3)[C:11]=2[N:12]=1)([CH3:4])([CH3:2])[CH3:3]. The yield is 1.00. (5) The product is [CH2:1]([O:8][NH:9][C:10](=[O:29])[CH2:11][C@H:12]([C:22]1[O:23][CH:24]=[C:25]([CH2:27][N:30]2[CH2:35][CH2:34][O:33][CH2:32][CH2:31]2)[N:26]=1)[CH2:13][CH2:14][CH2:15][CH:16]1[CH2:17][CH2:18][CH2:19][CH2:20][CH2:21]1)[C:2]1[CH:7]=[CH:6][CH:5]=[CH:4][CH:3]=1. No catalyst specified. The yield is 0.620. The reactants are [CH2:1]([O:8][NH:9][C:10](=[O:29])[CH2:11][C@H:12]([C:22]1[O:23][CH:24]=[C:25]([CH:27]=O)[N:26]=1)[CH2:13][CH2:14][CH2:15][CH:16]1[CH2:21][CH2:20][CH2:19][CH2:18][CH2:17]1)[C:2]1[CH:7]=[CH:6][CH:5]=[CH:4][CH:3]=1.[NH:30]1[CH2:35][CH2:34][O:33][CH2:32][CH2:31]1. (6) The reactants are [Br:1][C:2]1[CH:3]=[CH:4][C:5]2[S:9](=[O:11])(=[O:10])[NH:8][CH2:7][C:6]=2[CH:12]=1.C([O-])([O-])=O.[K+].[K+].CS(O[CH2:24][CH2:25][NH:26][C:27]([O:29][C:30]([CH3:33])([CH3:32])[CH3:31])=[O:28])(=O)=O. The catalyst is CN(C=O)C. The product is [Br:1][C:2]1[CH:3]=[CH:4][C:5]2[S:9](=[O:10])(=[O:11])[N:8]([CH2:24][CH2:25][NH:26][C:27](=[O:28])[O:29][C:30]([CH3:33])([CH3:32])[CH3:31])[CH2:7][C:6]=2[CH:12]=1. The yield is 0.830. (7) The yield is 0.560. The catalyst is O1CCOCC1.O. The product is [CH3:27][C:23]1[CH:22]=[C:21]([NH:20][C:17]2[S:18][CH:19]=[C:15]([C:13]3[CH:12]=[CH:11][N:10]=[C:9]([NH:8][C:5](=[O:6])[CH3:7])[CH:14]=3)[N:16]=2)[CH:26]=[CH:25][CH:24]=1. The reactants are CC(O[C:5]([CH3:7])=[O:6])=O.[NH2:8][C:9]1[CH:14]=[C:13]([C:15]2[N:16]=[C:17]([NH:20][C:21]3[CH:26]=[CH:25][CH:24]=[C:23]([CH3:27])[CH:22]=3)[S:18][CH:19]=2)[CH:12]=[CH:11][N:10]=1. (8) The reactants are C[N:2](C)[CH:3]=[CH:4][C:5]([C:7]1[C:12](=[O:13])[CH:11]=[CH:10][N:9]([C:14]2[CH:19]=[CH:18][CH:17]=[C:16]([C:20]([F:23])([F:22])[F:21])[CH:15]=2)[N:8]=1)=O.Cl.[F:26][C:27]1[CH:28]=[C:29]([NH:33]N)[CH:30]=[CH:31][CH:32]=1.CCN(CC)CC. The catalyst is C(O)C. The product is [F:26][C:27]1[CH:28]=[C:29]([N:33]2[C:5]([C:7]3[C:12](=[O:13])[CH:11]=[CH:10][N:9]([C:14]4[CH:19]=[CH:18][CH:17]=[C:16]([C:20]([F:23])([F:22])[F:21])[CH:15]=4)[N:8]=3)=[CH:4][CH:3]=[N:2]2)[CH:30]=[CH:31][CH:32]=1. The yield is 0.250.